The task is: Predict the reaction yield, written as a fraction of the theoretical maximum amount of product (1.0 means a 100% yield; for example, 0.34 means a 34% yield).. This data is from Reaction yield outcomes from USPTO patents with 853,638 reactions. (1) The reactants are C([O:3][C:4](=[O:34])[CH2:5][N:6]1[C:14]2[C:9](=[CH:10][C:11]([O:15][CH2:16][CH2:17][C:18]3[N:19]=[C:20]([C:24]4[CH:29]=[CH:28][C:27]([C:30]([F:33])([F:32])[F:31])=[CH:26][CH:25]=4)[O:21][C:22]=3[CH3:23])=[CH:12][CH:13]=2)[CH:8]=[CH:7]1)C.[OH-].[Na+].Cl. The catalyst is O1CCCC1.C(OCC)C. The product is [CH3:23][C:22]1[O:21][C:20]([C:24]2[CH:29]=[CH:28][C:27]([C:30]([F:32])([F:31])[F:33])=[CH:26][CH:25]=2)=[N:19][C:18]=1[CH2:17][CH2:16][O:15][C:11]1[CH:10]=[C:9]2[C:14](=[CH:13][CH:12]=1)[N:6]([CH2:5][C:4]([OH:34])=[O:3])[CH:7]=[CH:8]2. The yield is 1.00. (2) The reactants are [C:1]([O:5][C:6](=[O:15])[NH:7][CH:8]1[CH2:13][CH2:12][C:11](=[CH2:14])[CH2:10][CH2:9]1)([CH3:4])([CH3:3])[CH3:2].ClC1C=CC=C(C(OO)=[O:24])C=1. No catalyst specified. The product is [C:1]([O:5][C:6](=[O:15])[NH:7][CH:8]1[CH2:9][CH2:10][C:11]2([O:24][CH2:14]2)[CH2:12][CH2:13]1)([CH3:4])([CH3:3])[CH3:2]. The yield is 0.930. (3) The reactants are [NH2:1][C:2]1[N:3]=[CH:4][C:5]([C:12]2[CH:13]=[C:14]([CH:18]=[CH:19][CH:20]=2)[C:15]([OH:17])=O)=[N:6][C:7]=1[C:8]([NH:10][CH3:11])=[O:9].O[N:22]1[C:26]2[CH:27]=[CH:28][CH:29]=[CH:30][C:25]=2N=[N:23]1.CN1CCOCC1.C1(NN)C=CC=CC=1. The catalyst is CN(C=O)C.C(OCC)(=O)C. The product is [NH2:1][C:2]1[C:7]([C:8]([NH:10][CH3:11])=[O:9])=[N:6][C:5]([C:12]2[CH:20]=[CH:19][CH:18]=[C:14]([C:15]([NH:23][NH:22][C:26]3[CH:27]=[CH:28][CH:29]=[CH:30][CH:25]=3)=[O:17])[CH:13]=2)=[CH:4][N:3]=1. The yield is 0.560. (4) The reactants are Br[C:2]1[C:11]2[C:6](=[CH:7][CH:8]=[CH:9][CH:10]=2)[CH:5]=[C:4]([S:12]([C:15]2[CH:20]=[CH:19][C:18]([F:21])=[CH:17][CH:16]=2)(=[O:14])=[O:13])[N:3]=1.BrC1C2C(=CC=CC=2)C=C(S(C2C=CC(F)=CC=2)=O)N=1.[CH3:42][C:43]1[S:47][C:46]([NH2:48])=[N:45][CH:44]=1.NC1C=C(C)N(C(OC(C)(C)C)=O)N=1. No catalyst specified. The product is [F:21][C:18]1[CH:19]=[CH:20][C:15]([S:12]([C:4]2[N:3]=[C:2]([NH:48][C:46]3[S:47][C:43]([CH3:42])=[CH:44][N:45]=3)[C:11]3[C:6]([CH:5]=2)=[CH:7][CH:8]=[CH:9][CH:10]=3)(=[O:14])=[O:13])=[CH:16][CH:17]=1. The yield is 0.490. (5) The reactants are Cl.[C:2]12([CH2:12][CH2:13][N:14]([CH2:22][CH2:23][CH2:24][CH2:25][CH3:26])[C:15]([C@H:17]3[CH2:21][CH2:20][CH2:19][NH:18]3)=[O:16])[CH2:11][CH:6]3[CH2:7][CH:8]([CH2:10][CH:4]([CH2:5]3)[CH2:3]1)[CH2:9]2.C(=O)([O-])[O-].[K+].[K+].CI.Cl.[Cl:36][CH2:37][CH2:38][C:39]1[CH:44]=[CH:43][N:42]=[CH:41][CH:40]=1.[OH-].[Na+]. The catalyst is CN(C)C=O.C(OCC)C. The product is [ClH:36].[C:2]12([CH2:12][CH2:13][N:14]([CH2:22][CH2:23][CH2:24][CH2:25][CH3:26])[C:15]([C@H:17]3[CH2:21][CH2:20][CH2:19][N:18]3[CH2:37][CH2:38][C:39]3[CH:44]=[CH:43][N:42]=[CH:41][CH:40]=3)=[O:16])[CH2:9][CH:8]3[CH2:10][CH:4]([CH2:5][CH:6]([CH2:7]3)[CH2:11]1)[CH2:3]2. The yield is 0.470. (6) The reactants are [NH2:1][C:2]1[CH:3]=[C:4]2[C:8](=[CH:9][CH:10]=1)[NH:7][C:6](=[O:11])[CH2:5]2.[CH3:12][N:13]([CH3:18])[S:14](Cl)(=[O:16])=[O:15]. The catalyst is C(OCC)(=O)C.CN(C=O)C.CN(C1C=CN=CC=1)C. The product is [CH3:12][N:13]([CH3:18])[S:14]([NH:1][C:2]1[CH:3]=[C:4]2[C:8](=[CH:9][CH:10]=1)[NH:7][C:6](=[O:11])[CH2:5]2)(=[O:16])=[O:15]. The yield is 0.320.